This data is from Forward reaction prediction with 1.9M reactions from USPTO patents (1976-2016). The task is: Predict the product of the given reaction. (1) Given the reactants [Br:1][C:2]1[CH:7]=[CH:6][C:5]([NH:8][C:9](=[O:22])[C:10]2[CH:15]=[C:14]([N+:16]([O-:18])=[O:17])[C:13]([NH:19][CH3:20])=[CH:12][C:11]=2F)=[CH:4][CH:3]=1.[F:23][CH:24]([F:27])[CH2:25][OH:26].CC([O-])(C)C.[K+], predict the reaction product. The product is: [Br:1][C:2]1[CH:7]=[CH:6][C:5]([NH:8][C:9](=[O:22])[C:10]2[CH:15]=[C:14]([N+:16]([O-:18])=[O:17])[C:13]([NH:19][CH3:20])=[CH:12][C:11]=2[O:26][CH2:25][CH:24]([F:27])[F:23])=[CH:4][CH:3]=1. (2) Given the reactants Cl.[NH2:2][CH2:3][C:4]1[C:9]([Cl:10])=[N:8][CH:7]=[CH:6][N:5]=1.C(N(CC)C(C)C)(C)C.Cl.[CH3:21][N:22]1[CH2:27][CH2:26][CH:25]([C:28](Cl)=[O:29])[CH2:24][CH2:23]1, predict the reaction product. The product is: [Cl:10][C:9]1[C:4]([CH2:3][NH:2][C:28]([CH:25]2[CH2:26][CH2:27][N:22]([CH3:21])[CH2:23][CH2:24]2)=[O:29])=[N:5][CH:6]=[CH:7][N:8]=1.